Dataset: Reaction yield outcomes from USPTO patents with 853,638 reactions. Task: Predict the reaction yield, written as a fraction of the theoretical maximum amount of product (1.0 means a 100% yield; for example, 0.34 means a 34% yield). (1) The reactants are C([O:3][C:4](=[O:20])[CH2:5][N:6]([C:8](=[O:19])[CH2:9][N:10]([C:12]([O:14][C:15]([CH3:18])([CH3:17])[CH3:16])=[O:13])[CH3:11])[CH3:7])C.[Li+].[OH-]. The catalyst is O.C1COCC1. The product is [C:15]([O:14][C:12]([N:10]([CH3:11])[CH2:9][C:8]([N:6]([CH2:5][C:4]([OH:20])=[O:3])[CH3:7])=[O:19])=[O:13])([CH3:18])([CH3:17])[CH3:16]. The yield is 0.900. (2) The reactants are [NH2:1][C:2]1[CH:7]=[CH:6][C:5]([CH2:8][S:9]([CH3:12])(=[O:11])=[O:10])=[CH:4][C:3]=1[C:13]1[C:14]2[CH:23]=[CH:22][N:21](S(C3C=CC(C)=CC=3)(=O)=O)[C:15]=2[C:16](=[O:20])[N:17]([CH3:19])[CH:18]=1.I[C:35]1[CH:36]=[N:37][CH:38]=[N:39][CH:40]=1.C(=O)([O-])[O-].[Cs+].[Cs+].C1(P(C2CCCCC2)C2C=CC=CC=2C2C(C(C)C)=CC(C(C)C)=CC=2C(C)C)CCCCC1. The catalyst is C1(C)C=CC=CC=1.C(O)(C)(C)C.C([O-])(=O)C.[Pd+2].C([O-])(=O)C. The product is [CH3:19][N:17]1[CH:18]=[C:13]([C:3]2[CH:4]=[C:5]([CH2:8][S:9]([CH3:12])(=[O:11])=[O:10])[CH:6]=[CH:7][C:2]=2[NH:1][C:35]2[CH:36]=[N:37][CH:38]=[N:39][CH:40]=2)[C:14]2[CH:23]=[CH:22][NH:21][C:15]=2[C:16]1=[O:20]. The yield is 0.260. (3) The catalyst is C(Cl)Cl.CO. The yield is 0.756. The product is [F:1][C:2]1[CH:11]=[C:10]2[C:5]([CH:6]([C:14]([O:16][CH3:18])=[O:15])[CH2:7][C:8]([CH3:13])([CH3:12])[O:9]2)=[CH:4][CH:3]=1. The reactants are [F:1][C:2]1[CH:11]=[C:10]2[C:5]([CH:6]([C:14]([OH:16])=[O:15])[CH2:7][C:8]([CH3:13])([CH3:12])[O:9]2)=[CH:4][CH:3]=1.[Si](C=[N+]=[N-])(C)(C)[CH3:18]. (4) The reactants are Cl.Cl.[F:3][C:4]1[CH:9]=[CH:8][C:7]([C:10]2[N:14]=[C:13]([CH:15]3[CH2:20][NH:19][CH2:18][CH2:17][N:16]3[CH3:21])[O:12][N:11]=2)=[CH:6][CH:5]=1.C(N(CC)CC)C.[F:29][C:30]1[CH:38]=[CH:37][C:33]([C:34](Cl)=[O:35])=[CH:32][CH:31]=1.[OH-].[Na+]. The catalyst is ClCCl. The product is [F:29][C:30]1[CH:38]=[CH:37][C:33]([C:34]([N:19]2[CH2:18][CH2:17][N:16]([CH3:21])[CH:15]([C:13]3[O:12][N:11]=[C:10]([C:7]4[CH:8]=[CH:9][C:4]([F:3])=[CH:5][CH:6]=4)[N:14]=3)[CH2:20]2)=[O:35])=[CH:32][CH:31]=1. The yield is 0.360. (5) The reactants are [C:1]([O:4][C@@H:5]1[C@@H:10]([O:11][C:12](=[O:14])[CH3:13])[C@H:9]([O:15][C:16](=[O:18])[CH3:17])[C@@H:8]([S:19][CH3:20])[O:7][C@H:6]1[C:21]1[CH:26]=[CH:25][C:24]([CH3:27])=[C:23]([CH2:28][C:29]2[CH:34]=[CH:33][C:32](Cl)=[CH:31][CH:30]=2)[CH:22]=1)(=[O:3])[CH3:2].[C:36](#[N:40])[CH2:37][CH:38]=[CH2:39].F[B-](F)(F)F.C([PH+](C(C)(C)C)C(C)(C)C)(C)(C)C.C1(C(N)C2CCCCC2)CCCCC1. The catalyst is C1C=CC(/C=C/C(/C=C/C2C=CC=CC=2)=O)=CC=1.C1C=CC(/C=C/C(/C=C/C2C=CC=CC=2)=O)=CC=1.C1C=CC(/C=C/C(/C=C/C2C=CC=CC=2)=O)=CC=1.[Pd].[Pd].CN1CCCC1=O. The product is [C:1]([O:4][C@@H:5]1[C@@H:10]([O:11][C:12](=[O:14])[CH3:13])[C@H:9]([O:15][C:16](=[O:18])[CH3:17])[C@@H:8]([S:19][CH3:20])[O:7][C@H:6]1[C:21]1[CH:26]=[CH:25][C:24]([CH3:27])=[C:23]([CH2:28][C:29]2[CH:34]=[CH:33][C:32](/[CH:39]=[CH:38]/[CH2:37][C:36]#[N:40])=[CH:31][CH:30]=2)[CH:22]=1)(=[O:3])[CH3:2]. The yield is 0.640.